The task is: Predict the reaction yield, written as a fraction of the theoretical maximum amount of product (1.0 means a 100% yield; for example, 0.34 means a 34% yield).. This data is from Reaction yield outcomes from USPTO patents with 853,638 reactions. The reactants are [Cl:1][C:2]1[CH:7]=[CH:6][C:5]([C:8]2[N:12]([C:13]3[CH:18]=[CH:17][C:16]([Cl:19])=[CH:15][C:14]=3[Cl:20])[N:11]=[C:10]([C:21](Cl)=[O:22])[C:9]=2[CH3:24])=[CH:4][CH:3]=1.[CH3:25][C:26]([CH3:31])([CH3:30])[C:27]([NH2:29])=[O:28].C[Si]([N-][Si](C)(C)C)(C)C.[Li+]. No catalyst specified. The product is [CH3:25][C:26]([CH3:31])([CH3:30])[C:27]([NH:29][C:21]([C:10]1[C:9]([CH3:24])=[C:8]([C:5]2[CH:4]=[CH:3][C:2]([Cl:1])=[CH:7][CH:6]=2)[N:12]([C:13]2[CH:18]=[CH:17][C:16]([Cl:19])=[CH:15][C:14]=2[Cl:20])[N:11]=1)=[O:22])=[O:28]. The yield is 0.990.